From a dataset of Catalyst prediction with 721,799 reactions and 888 catalyst types from USPTO. Predict which catalyst facilitates the given reaction. (1) Reactant: [CH2:1]([N:3]([CH2:30][CH3:31])[CH2:4][CH2:5][NH:6][C:7]([C:9]1[C:17]2[CH2:16][CH2:15][CH2:14]/[C:13](=[C:18]3/[C:19](=[O:28])[NH:20][C:21]4[C:26]/3=[CH:25][C:24]([F:27])=[CH:23][CH:22]=4)/[C:12]=2[NH:11][C:10]=1[CH3:29])=[O:8])[CH3:2].C(#N)C.[C:35]([OH:40])(=[O:39])[CH:36]([CH3:38])[OH:37]. Product: [C:35]([OH:40])(=[O:39])[CH:36]([CH3:38])[OH:37].[CH2:30]([N:3]([CH2:1][CH3:2])[CH2:4][CH2:5][NH:6][C:7]([C:9]1[C:17]2[CH2:16][CH2:15][CH2:14]/[C:13](=[C:18]3/[C:19](=[O:28])[NH:20][C:21]4[C:26]/3=[CH:25][C:24]([F:27])=[CH:23][CH:22]=4)/[C:12]=2[NH:11][C:10]=1[CH3:29])=[O:8])[CH3:31]. The catalyst class is: 4. (2) Reactant: [OH:1][C:2]1[CH:9]=[CH:8][C:7]([O:10][C:11]([F:14])([F:13])[F:12])=[CH:6][C:3]=1[CH:4]=[O:5].C1C(=O)N([I:22])C(=O)C1. Product: [OH:1][C:2]1[C:9]([I:22])=[CH:8][C:7]([O:10][C:11]([F:12])([F:13])[F:14])=[CH:6][C:3]=1[CH:4]=[O:5]. The catalyst class is: 3.